From a dataset of Reaction yield outcomes from USPTO patents with 853,638 reactions. Predict the reaction yield, written as a fraction of the theoretical maximum amount of product (1.0 means a 100% yield; for example, 0.34 means a 34% yield). (1) The reactants are [Br:1][C:2]1[CH:7]=[C:6]([CH3:8])[C:5]([C:9]([F:16])([F:15])[C:10](OCC)=[O:11])=[C:4]([CH3:17])[CH:3]=1.[Cl-].[Ca+2].[Cl-].[BH4-].[Na+]. The catalyst is CCO.CCOC(C)=O.C([O-])(O)=O.[Na+]. The product is [Br:1][C:2]1[CH:3]=[C:4]([CH3:17])[C:5]([C:9]([F:15])([F:16])[CH2:10][OH:11])=[C:6]([CH3:8])[CH:7]=1. The yield is 1.00. (2) The reactants are C[O:2][C:3](=[O:14])[CH:4](Br)[C:5]1[CH:10]=[CH:9][C:8]([Cl:11])=[C:7]([Cl:12])[CH:6]=1.[CH2:15]([SH:18])[CH:16]=[CH2:17].[NH2:19][C:20]1[S:21][CH:22]=[CH:23][N:24]=1. The catalyst is C1COCC1. The product is [CH2:15]([S:18][CH:4]([C:5]1[CH:10]=[CH:9][C:8]([Cl:11])=[C:7]([Cl:12])[CH:6]=1)[C:3]([OH:2])=[O:14])[CH:16]=[CH2:17].[CH2:15]([S:18][CH:4]([C:5]1[CH:10]=[CH:9][C:8]([Cl:11])=[C:7]([Cl:12])[CH:6]=1)[C:3]([NH:19][C:20]1[S:21][CH:22]=[CH:23][N:24]=1)=[O:14])[CH:16]=[CH2:17]. The yield is 0.750. (3) The reactants are [CH2:1]([O:3][C:4]([C:6]1[CH:7]=[N:8][CH:9]=[C:10](B(O)O)[CH:11]=1)=[O:5])[CH3:2].Br[C:16]1[CH:17]=[C:18]2[C:24](I)=[N:23][N:22]([CH2:26][O:27][CH2:28][CH2:29][Si:30]([CH3:33])([CH3:32])[CH3:31])[C:19]2=[N:20][CH:21]=1.C(=O)([O-])[O-].[Na+].[Na+].[C:40]([O:43][CH2:44][CH3:45])(=O)C. The catalyst is O. The product is [CH2:1]([O:3][C:4](=[O:5])[C:6]1[CH:11]=[C:10]([C:16]2[CH:17]=[C:18]3[C:24]([C:10]4[CH:11]=[CH:6][CH:4]=[CH:45][C:44]=4[O:43][CH3:40])=[N:23][N:22]([CH2:26][O:27][CH2:28][CH2:29][Si:30]([CH3:33])([CH3:32])[CH3:31])[C:19]3=[N:20][CH:21]=2)[CH:9]=[N:8][CH:7]=1)[CH3:2]. The yield is 0.610. (4) The reactants are I[C:2]1[C:7]([NH2:8])=[C:6]([N+:9]([O-:11])=[O:10])[CH:5]=[C:4]([CH3:12])[CH:3]=1.[CH:13]1([C:19]#[CH:20])[CH2:18][CH2:17][CH2:16][CH2:15][CH2:14]1. No catalyst specified. The product is [CH:13]1([C:19]2[NH:8][C:7]3[C:2]([CH:20]=2)=[CH:3][C:4]([CH3:12])=[CH:5][C:6]=3[N+:9]([O-:11])=[O:10])[CH2:18][CH2:17][CH2:16][CH2:15][CH2:14]1. The yield is 0.620. (5) The reactants are [CH3:1][O:2][CH2:3][O:4][C:5]1[C:6]([C:20](=[O:29])[C:21]2[CH:26]=[CH:25][C:24]([O:27][CH3:28])=[CH:23][CH:22]=2)=[C:7]([CH2:15][C:16]([O:18][CH3:19])=[O:17])[CH:8]=[C:9]([O:11][CH2:12][O:13][CH3:14])[CH:10]=1.[Br:30]N1C(=O)CCC1=O.O. The catalyst is CN(C)C=O. The product is [CH3:14][O:13][CH2:12][O:11][C:9]1[C:8]([Br:30])=[C:7]([CH2:15][C:16]([O:18][CH3:19])=[O:17])[C:6]([C:20](=[O:29])[C:21]2[CH:22]=[CH:23][C:24]([O:27][CH3:28])=[CH:25][CH:26]=2)=[C:5]([O:4][CH2:3][O:2][CH3:1])[CH:10]=1. The yield is 0.890. (6) The reactants are [Cl:1][C:2]1[CH:7]=[C:6]([Cl:8])[CH:5]=[CH:4][C:3]=1[C:9]1[C:10]([C:25]#[N:26])=[C:11]([C:19]2[CH2:20][CH2:21][O:22][CH2:23][CH:24]=2)[S:12][C:13]=1[C:14]1[NH:18][CH:17]=[N:16][N:15]=1. The catalyst is CO.[Pd]. The product is [Cl:1][C:2]1[CH:7]=[C:6]([Cl:8])[CH:5]=[CH:4][C:3]=1[C:9]1[C:10]([C:25]#[N:26])=[C:11]([CH:19]2[CH2:24][CH2:23][O:22][CH2:21][CH2:20]2)[S:12][C:13]=1[C:14]1[NH:18][CH:17]=[N:16][N:15]=1. The yield is 0.800.